From a dataset of NCI-60 drug combinations with 297,098 pairs across 59 cell lines. Regression. Given two drug SMILES strings and cell line genomic features, predict the synergy score measuring deviation from expected non-interaction effect. (1) Drug 1: CC1=C(C=C(C=C1)C(=O)NC2=CC(=CC(=C2)C(F)(F)F)N3C=C(N=C3)C)NC4=NC=CC(=N4)C5=CN=CC=C5. Drug 2: COC1=NC(=NC2=C1N=CN2C3C(C(C(O3)CO)O)O)N. Cell line: OVCAR-4. Synergy scores: CSS=-0.278, Synergy_ZIP=2.10, Synergy_Bliss=2.04, Synergy_Loewe=-1.76, Synergy_HSA=-1.99. (2) Drug 1: CC1=C(C=C(C=C1)NC(=O)C2=CC=C(C=C2)CN3CCN(CC3)C)NC4=NC=CC(=N4)C5=CN=CC=C5. Drug 2: CC(C)CN1C=NC2=C1C3=CC=CC=C3N=C2N. Cell line: OVCAR-4. Synergy scores: CSS=2.30, Synergy_ZIP=-1.99, Synergy_Bliss=-3.09, Synergy_Loewe=-3.69, Synergy_HSA=-3.93. (3) Drug 2: C1C(C(OC1N2C=C(C(=O)NC2=O)F)CO)O. Cell line: MDA-MB-435. Synergy scores: CSS=24.2, Synergy_ZIP=-0.788, Synergy_Bliss=-1.87, Synergy_Loewe=2.02, Synergy_HSA=2.61. Drug 1: C1=C(C(=O)NC(=O)N1)F. (4) Drug 1: CC(C1=C(C=CC(=C1Cl)F)Cl)OC2=C(N=CC(=C2)C3=CN(N=C3)C4CCNCC4)N. Drug 2: C1C(C(OC1N2C=NC3=C(N=C(N=C32)Cl)N)CO)O. Cell line: MDA-MB-435. Synergy scores: CSS=9.95, Synergy_ZIP=-1.96, Synergy_Bliss=-1.37, Synergy_Loewe=-6.65, Synergy_HSA=-5.34. (5) Synergy scores: CSS=6.66, Synergy_ZIP=8.04, Synergy_Bliss=7.47, Synergy_Loewe=5.11, Synergy_HSA=4.82. Cell line: NCI-H322M. Drug 2: B(C(CC(C)C)NC(=O)C(CC1=CC=CC=C1)NC(=O)C2=NC=CN=C2)(O)O. Drug 1: C1CCC(CC1)NC(=O)N(CCCl)N=O.